Dataset: Reaction yield outcomes from USPTO patents with 853,638 reactions. Task: Predict the reaction yield, written as a fraction of the theoretical maximum amount of product (1.0 means a 100% yield; for example, 0.34 means a 34% yield). (1) The reactants are [CH3:1][C:2]1[CH:11]=[CH:10][C:9]2[C:4](=[CH:5][CH:6]=[CH:7][C:8]=2[N:12]2[CH2:17][CH2:16][N:15]([CH2:18][CH2:19][C:20]3[CH:21]=[C:22]([CH:24]=[CH:25][CH:26]=3)[NH2:23])[CH2:14][CH2:13]2)[N:3]=1.[S:27]1[CH:31]=[CH:30][CH:29]=[C:28]1[CH2:32][C:33](Cl)=[O:34]. No catalyst specified. The product is [CH3:1][C:2]1[CH:11]=[CH:10][C:9]2[C:4](=[CH:5][CH:6]=[CH:7][C:8]=2[N:12]2[CH2:13][CH2:14][N:15]([CH2:18][CH2:19][C:20]3[CH:21]=[C:22]([NH:23][C:33](=[O:34])[CH2:32][C:28]4[S:27][CH:31]=[CH:30][CH:29]=4)[CH:24]=[CH:25][CH:26]=3)[CH2:16][CH2:17]2)[N:3]=1. The yield is 0.420. (2) The reactants are [NH:1]1[CH2:4][CH:3]([C:5]2[NH:6][C:7]([C:11]3[CH:12]=[C:13]([CH:28]=[CH:29][C:30]=3[CH3:31])[C:14]([N:16]3[CH2:19][CH:18]([C:20]4[CH:27]=[CH:26][C:23]([C:24]#[N:25])=[CH:22][CH:21]=4)[CH2:17]3)=[O:15])=[C:8]([CH3:10])[N:9]=2)[CH2:2]1.C=O.[BH3-][C:35]#N.[Na+]. The catalyst is O1CCCC1. The product is [CH3:31][C:30]1[CH:29]=[CH:28][C:13]([C:14]([N:16]2[CH2:17][CH:18]([C:20]3[CH:27]=[CH:26][C:23]([C:24]#[N:25])=[CH:22][CH:21]=3)[CH2:19]2)=[O:15])=[CH:12][C:11]=1[C:7]1[NH:6][C:5]([CH:3]2[CH2:4][N:1]([CH3:35])[CH2:2]2)=[N:9][C:8]=1[CH3:10]. The yield is 0.0300. (3) The catalyst is [Pd].CO. The yield is 0.900. The product is [F:38][C:35]1[CH:34]=[CH:33][C:32]([CH2:31][NH:30][C:28]([C:15]2[C:16]([CH2:26][OH:27])=[C:17]([OH:18])[C:12]([C:10]([NH:9][OH:8])=[O:11])=[N:13][CH:14]=2)=[O:29])=[CH:37][CH:36]=1. The reactants are C([O:8][NH:9][C:10]([C:12]1[C:17]([O:18]CC2C=CC=CC=2)=[C:16]([CH2:26][OH:27])[C:15]([C:28]([NH:30][CH2:31][C:32]2[CH:37]=[CH:36][C:35]([F:38])=[CH:34][CH:33]=2)=[O:29])=[CH:14][N:13]=1)=[O:11])C1C=CC=CC=1. (4) The reactants are [C:1]([O:5][C:6]([NH:8][C:9]1([C:12]([OH:14])=O)[CH2:11][CH2:10]1)=[O:7])([CH3:4])([CH3:3])[CH3:2].CC(OC(OC(OC(C)(C)C)=O)=O)(C)C.C(=O)(O)[O-].[NH4+].[N:35]1C=CC=CC=1. The catalyst is C(#N)C. The product is [C:1]([O:5][C:6](=[O:7])[NH:8][C:9]1([C:12](=[O:14])[NH2:35])[CH2:11][CH2:10]1)([CH3:4])([CH3:3])[CH3:2]. The yield is 0.900. (5) The reactants are [NH2:1][C:2]1[C:11]([CH:12]=O)=[C:10]([C:14]2[CH:19]=[CH:18][C:17]([CH3:20])=[CH:16][CH:15]=2)[C:5]([C:6]([O:8][CH3:9])=[O:7])=[C:4]([CH3:21])[N:3]=1.[C:22]([O-])([O-])=O.[Cs+].[Cs+].[Si](C=[N+]=[N-])(C)(C)C. The catalyst is CO. The product is [CH3:21][C:4]1[N:3]=[C:2]2[NH:1][CH:22]=[CH:12][C:11]2=[C:10]([C:14]2[CH:19]=[CH:18][C:17]([CH3:20])=[CH:16][CH:15]=2)[C:5]=1[C:6]([O:8][CH3:9])=[O:7]. The yield is 0.890. (6) The reactants are Cl[C:2]1[N:3]=[C:4]([NH:11][C:12]2[CH:17]=[CH:16][CH:15]=[C:14]([N:18]3[CH2:22][CH2:21][CH2:20][C@@H:19]3[CH3:23])[CH:13]=2)[C:5]2[N:10]=[CH:9][S:8][C:6]=2[N:7]=1.[CH3:24][O:25][C:26]1[N:31]=[CH:30][C:29](B(O)O)=[CH:28][CH:27]=1.CC(C1C=C(C(C)C)C(C2C=CC=CC=2P(C2CCCCC2)C2CCCCC2)=C(C(C)C)C=1)C.C(=O)([O-])[O-].[Na+].[Na+]. The catalyst is O1CCOCC1.C1C=CC(/C=C/C(/C=C/C2C=CC=CC=2)=O)=CC=1.C1C=CC(/C=C/C(/C=C/C2C=CC=CC=2)=O)=CC=1.C1C=CC(/C=C/C(/C=C/C2C=CC=CC=2)=O)=CC=1.[Pd].[Pd].O. The product is [CH3:24][O:25][C:26]1[N:31]=[CH:30][C:29]([C:2]2[N:3]=[C:4]([NH:11][C:12]3[CH:17]=[CH:16][CH:15]=[C:14]([N:18]4[CH2:22][CH2:21][CH2:20][C@@H:19]4[CH3:23])[CH:13]=3)[C:5]3[N:10]=[CH:9][S:8][C:6]=3[N:7]=2)=[CH:28][CH:27]=1. The yield is 0.248. (7) The reactants are [Cl:1][C:2]1[CH:7]=[CH:6][C:5]([S:8]([N:11]2[CH:19]3[CH2:20][CH2:21][CH2:22][CH:12]2[C:13]2[N:14]=[N:15][N:16](S(C4C=CC(Cl)=CC=4)(=O)=O)[C:17]=2[CH2:18]3)(=[O:10])=[O:9])=[CH:4][CH:3]=1.[OH-].[Na+]. The catalyst is C1COCC1.O. The product is [Cl:1][C:2]1[CH:7]=[CH:6][C:5]([S:8]([N:11]2[CH:19]3[CH2:20][CH2:21][CH2:22][CH:12]2[C:13]2[N:14]=[N:15][NH:16][C:17]=2[CH2:18]3)(=[O:9])=[O:10])=[CH:4][CH:3]=1. The yield is 0.540. (8) The reactants are [H-].[Na+].[Cl:3][C:4]1[CH:5]=[C:6]([CH:10]([OH:24])[C@@H:11]2[CH2:16][CH2:15][CH2:14][N:13]([C:17]([O:19][C:20]([CH3:23])([CH3:22])[CH3:21])=[O:18])[CH2:12]2)[CH:7]=[CH:8][CH:9]=1.Br[CH2:26][C:27]([O:29][CH2:30][CH3:31])=[O:28].[NH4+].[Cl-]. The catalyst is CN(C=O)C. The product is [Cl:3][C:4]1[CH:5]=[C:6]([CH:10]([O:24][CH2:26][C:27]([O:29][CH2:30][CH3:31])=[O:28])[C@@H:11]2[CH2:16][CH2:15][CH2:14][N:13]([C:17]([O:19][C:20]([CH3:21])([CH3:23])[CH3:22])=[O:18])[CH2:12]2)[CH:7]=[CH:8][CH:9]=1. The yield is 0.400. (9) The reactants are [CH2:1]([O:8][C:9]([NH:11][CH2:12][CH2:13][O:14][N:15]1C(=O)C2=CC=CC=C2C1=O)=[O:10])[C:2]1[CH:7]=[CH:6][CH:5]=[CH:4][CH:3]=1.O1CCCC1.CN. The catalyst is C(O)C. The product is [CH2:1]([O:8][C:9]([NH:11][CH2:12][CH2:13][O:14][NH2:15])=[O:10])[C:2]1[CH:3]=[CH:4][CH:5]=[CH:6][CH:7]=1. The yield is 0.950. (10) The reactants are [CH3:1][O:2][C:3](=[O:17])[C:4]1[CH:12]=[C:11]([O:13][CH:14]([F:16])[F:15])[CH:10]=[C:6]([C:7]([OH:9])=O)[CH:5]=1.O.ON1C2C=CC=CC=2N=N1.[CH:29]1([N:35]=[C:36]=NC2CCCCC2)CCC[CH2:31][CH2:30]1.CNCCC. The catalyst is C1COCC1. The product is [CH3:1][O:2][C:3](=[O:17])[C:4]1[CH:12]=[C:11]([O:13][CH:14]([F:16])[F:15])[CH:10]=[C:6]([C:7]([N:35]([CH3:36])[CH2:29][CH2:30][CH3:31])=[O:9])[CH:5]=1. The yield is 0.530.